This data is from Reaction yield outcomes from USPTO patents with 853,638 reactions. The task is: Predict the reaction yield, written as a fraction of the theoretical maximum amount of product (1.0 means a 100% yield; for example, 0.34 means a 34% yield). (1) The reactants are [Cl:1][C:2]1[C:11]2[C:6](=[CH:7][CH:8]=[C:9]([F:12])[CH:10]=2)[C:5]([O:13]C)=[CH:4][N:3]=1.B(Br)(Br)Br. The catalyst is C(Cl)Cl. The product is [Cl:1][C:2]1[C:11]2[C:6](=[CH:7][CH:8]=[C:9]([F:12])[CH:10]=2)[C:5]([OH:13])=[CH:4][N:3]=1. The yield is 0.930. (2) The reactants are [F:1][C:2]1[CH:10]=[CH:9][C:5]([C:6](Cl)=[O:7])=[CH:4][CH:3]=1.C(N(CC)CC)C.[CH3:18][C@H:19]1[C@@H:24]([C:25]([O:27][CH2:28][CH3:29])=[O:26])[CH2:23][CH2:22][CH2:21][NH:20]1. The catalyst is ClCCl. The product is [F:1][C:2]1[CH:10]=[CH:9][C:5]([C:6]([N:20]2[CH2:21][CH2:22][CH2:23][C@H:24]([C:25]([O:27][CH2:28][CH3:29])=[O:26])[C@@H:19]2[CH3:18])=[O:7])=[CH:4][CH:3]=1. The yield is 0.520. (3) The reactants are [C:1]1([CH3:15])[CH:6]=[CH:5][CH:4]=[CH:3][C:2]=1[NH:7][C:8]1[CH:13]=[CH:12][CH:11]=[CH:10][C:9]=1[CH3:14].I[C:17]1[CH:22]=[CH:21][CH:20]=[CH:19][CH:18]=1.P(C(C)(C)C)(C(C)(C)C)C(C)(C)C.CC(C)([O-])C.[Na+]. The catalyst is C1(C)C=CC=CC=1.CC([O-])=O.CC([O-])=O.[Pd+2]. The product is [CH3:15][C:1]1[CH:6]=[CH:5][CH:4]=[CH:3][C:2]=1[N:7]([C:17]1[CH:22]=[CH:21][CH:20]=[CH:19][CH:18]=1)[C:8]1[CH:13]=[CH:12][CH:11]=[CH:10][C:9]=1[CH3:14]. The yield is 0.980. (4) The reactants are [CH3:1][C:2]1[C:6]2[CH:7]=[C:8]([C:11]3([C:14]([O:16]C)=[O:15])[CH2:13][CH2:12]3)[CH:9]=[CH:10][C:5]=2[O:4][N:3]=1.O[Li].O. The catalyst is CO.O. The product is [CH3:1][C:2]1[C:6]2[CH:7]=[C:8]([C:11]3([C:14]([OH:16])=[O:15])[CH2:12][CH2:13]3)[CH:9]=[CH:10][C:5]=2[O:4][N:3]=1. The yield is 0.320. (5) The yield is 0.650. The product is [CH3:1][C:2]1[CH:7]=[C:6]([CH3:8])[CH:5]=[CH:4][C:3]=1[C:9]1[C:10](=[O:20])[N:11]([CH3:19])[C:12]([N:15]([CH2:24][CH2:25][CH3:26])[CH2:16][CH2:17][CH3:18])=[N:13][CH:14]=1. The catalyst is O1CCCC1.C(OCC)(=O)C. The reactants are [CH3:1][C:2]1[CH:7]=[C:6]([CH3:8])[CH:5]=[CH:4][C:3]=1[C:9]1[C:10](=[O:20])[N:11]([CH3:19])[C:12]([NH:15][CH2:16][CH2:17][CH3:18])=[N:13][CH:14]=1.[OH-].[K+].I[CH2:24][CH2:25][CH3:26]. (6) The reactants are [Cl:1][C:2]1[CH:7]=[CH:6][C:5]([CH:8]([OH:10])[CH3:9])=[CH:4][CH:3]=1. The catalyst is CC(C)=O. The product is [Cl:1][C:2]1[CH:7]=[CH:6][C:5]([C:8](=[O:10])[CH3:9])=[CH:4][CH:3]=1. The yield is 1.00. (7) The reactants are [C:1]([O:5][C:6]([N:8]1[C:12]2[CH:13]=[CH:14][C:15]([F:17])=[CH:16][C:11]=2[N:10]=[C:9]1[C:18]1[CH:23]=[C:22](Br)[CH:21]=[CH:20][C:19]=1[Cl:25])=[O:7])([CH3:4])([CH3:3])[CH3:2].[CH2:26]([O:28][C:29]([CH:31]1[CH2:36][CH2:35][NH:34][CH2:33][CH2:32]1)=[O:30])[CH3:27].C(=O)([O-])[O-].[Cs+].[Cs+].C1C=CC(P(C2C(C3C(P(C4C=CC=CC=4)C4C=CC=CC=4)=CC=C4C=3C=CC=C4)=C3C(C=CC=C3)=CC=2)C2C=CC=CC=2)=CC=1. The catalyst is C([O-])(=O)C.[Pd+2].C([O-])(=O)C.C1(C)C=CC=CC=1. The product is [C:1]([O:5][C:6]([N:8]1[C:12]2[CH:13]=[CH:14][C:15]([F:17])=[CH:16][C:11]=2[N:10]=[C:9]1[C:18]1[CH:23]=[C:22]([N:34]2[CH2:35][CH2:36][CH:31]([C:29]([O:28][CH2:26][CH3:27])=[O:30])[CH2:32][CH2:33]2)[CH:21]=[CH:20][C:19]=1[Cl:25])=[O:7])([CH3:4])([CH3:3])[CH3:2]. The yield is 0.680. (8) The reactants are [CH3:1][C:2]1[C:3]([C:12]2[CH:13]=[CH:14][C:15]([NH2:18])=[N:16][CH:17]=2)=[CH:4][C:5]2[O:10][CH2:9][CH2:8][O:7][C:6]=2[CH:11]=1.[Cl-].[F:20][C:21]1[CH:26]=[CH:25][CH:24]=[C:23]([F:27])[CH:22]=1.[CH:28](N(C(C)C)CC)(C)C.[OH-:37].[Na+]. The catalyst is C(Cl)Cl.CN(C)C1C=CN=CC=1. The product is [F:20][C:21]1[CH:26]=[CH:25][CH:24]=[C:23]([F:27])[C:22]=1[C:28]([NH:18][C:15]1[CH:14]=[CH:13][C:12]([C:3]2[C:2]([CH3:1])=[CH:11][C:6]3[O:7][CH2:8][CH2:9][O:10][C:5]=3[CH:4]=2)=[CH:17][N:16]=1)=[O:37]. The yield is 0.400. (9) The reactants are C(N(CC)CC)C.C(O[C@@H:12]1[C@H:18]2[C@H:19]3[C@H:28]([CH2:29][CH2:30][C@:15]2([CH2:16][CH3:17])[C:14](=[O:32])[CH2:13]1)[C@@H:27]1[C:22](=[CH:23][C:24](=[O:31])[CH2:25][CH2:26]1)[CH2:21][CH2:20]3)(=O)C.O. The catalyst is CCO. The product is [CH3:17][CH2:16][C@:15]12[CH2:30][CH2:29][C@H:28]3[C@@H:19]([CH2:20][CH2:21][C:22]4[C@@H:27]3[CH2:26][CH2:25][C:24](=[O:31])[CH:23]=4)[C@@H:18]1[CH:12]=[CH:13][C:14]2=[O:32]. The yield is 0.620.